Dataset: TCR-epitope binding with 47,182 pairs between 192 epitopes and 23,139 TCRs. Task: Binary Classification. Given a T-cell receptor sequence (or CDR3 region) and an epitope sequence, predict whether binding occurs between them. (1) The epitope is LLWNGPMAV. The TCR CDR3 sequence is CASGPGTVSYEQYF. Result: 1 (the TCR binds to the epitope). (2) The epitope is ATDALMTGY. The TCR CDR3 sequence is CAISEGTTIPGDTQYF. Result: 0 (the TCR does not bind to the epitope). (3) The epitope is SEVGPEHSLAEY. The TCR CDR3 sequence is CASSQDPTSGGAPDTQYF. Result: 1 (the TCR binds to the epitope).